The task is: Binary Classification. Given a T-cell receptor sequence (or CDR3 region) and an epitope sequence, predict whether binding occurs between them.. This data is from TCR-epitope binding with 47,182 pairs between 192 epitopes and 23,139 TCRs. (1) The epitope is YLDAYNMMI. The TCR CDR3 sequence is CASSLYLYEQFF. Result: 0 (the TCR does not bind to the epitope). (2) The TCR CDR3 sequence is CASSLAAYGPYEQYF. The epitope is RQLLFVVEV. Result: 1 (the TCR binds to the epitope). (3) The epitope is FLRGRAYGL. The TCR CDR3 sequence is CASTGTANLNTEAFF. Result: 0 (the TCR does not bind to the epitope). (4) Result: 1 (the TCR binds to the epitope). The TCR CDR3 sequence is CATGGWTTYEQYF. The epitope is SEPVLKGVKL. (5) The epitope is KRWIILGLNK. The TCR CDR3 sequence is CASLGGDPNYGYTF. Result: 1 (the TCR binds to the epitope). (6) The epitope is KLWAQCVQL. The TCR CDR3 sequence is CASSLITGGFAFF. Result: 1 (the TCR binds to the epitope). (7) The TCR CDR3 sequence is CASGFTDAGATNYGYTF. Result: 0 (the TCR does not bind to the epitope). The epitope is ILHCANFNV.